This data is from Catalyst prediction with 721,799 reactions and 888 catalyst types from USPTO. The task is: Predict which catalyst facilitates the given reaction. (1) Reactant: C([O:7][CH2:8][C@H:9]1[CH2:14][C@@H:13]([O:15][Si:16]([C:29]([CH3:32])([CH3:31])[CH3:30])([C:23]2[CH:28]=[CH:27][CH:26]=[CH:25][CH:24]=2)[C:17]2[CH:22]=[CH:21][CH:20]=[CH:19][CH:18]=2)[CH2:12][CH2:11][C@@:10]1([C@H:34]1[CH2:42][CH2:41][C@@:40]2([CH3:43])[C@@H:36]([CH2:37][CH2:38][C@@:39]2([OH:50])[C:44]2[CH:49]=[CH:48][CH:47]=[CH:46][CH:45]=2)[C@@H:35]1[CH2:51][N:52]=[N+]=[N-])[CH3:33])(=O)C(C)(C)C.[H-].[H-].[H-].[H-].[Li+].[Al+3].O.[OH-].[Na+]. Product: [NH2:52][CH2:51][C@@H:35]1[C@@H:34]([C@@:10]2([CH3:33])[CH2:11][CH2:12][C@H:13]([O:15][Si:16]([C:29]([CH3:32])([CH3:31])[CH3:30])([C:17]3[CH:22]=[CH:21][CH:20]=[CH:19][CH:18]=3)[C:23]3[CH:24]=[CH:25][CH:26]=[CH:27][CH:28]=3)[CH2:14][C@@H:9]2[CH2:8][OH:7])[CH2:42][CH2:41][C@@:40]2([CH3:43])[C@H:36]1[CH2:37][CH2:38][C@:39]2([C:44]1[CH:45]=[CH:46][CH:47]=[CH:48][CH:49]=1)[OH:50]. The catalyst class is: 1. (2) Reactant: [H-].[Na+].CCCCCC.[OH:9][CH2:10][CH2:11][C@H:12]1[CH2:16][O:15][C:14]([CH3:18])([CH3:17])[O:13]1.[CH2:19](Cl)[C:20]1[CH:25]=[CH:24][CH:23]=[CH:22][CH:21]=1. Product: [CH2:19]([O:9][CH2:10][CH2:11][C@H:12]1[CH2:16][O:15][C:14]([CH3:18])([CH3:17])[O:13]1)[C:20]1[CH:25]=[CH:24][CH:23]=[CH:22][CH:21]=1. The catalyst class is: 35. (3) Reactant: Br[C:2]1[CH:7]=[CH:6][N:5]=[C:4]2[N:8]([S:11]([C:14]3[CH:19]=[CH:18][CH:17]=[CH:16][CH:15]=3)(=[O:13])=[O:12])[CH:9]=[CH:10][C:3]=12.[C:20]1([S:26]([N:29]2[C:37]3[CH:36]=[C:35]([Sn](C)(C)C)[CH:34]=[C:33]([NH2:42])[C:32]=3[CH:31]=[N:30]2)(=[O:28])=[O:27])[CH:25]=[CH:24][CH:23]=[CH:22][CH:21]=1. Product: [C:20]1([S:26]([N:29]2[C:37]3[CH:36]=[C:35]([C:2]4[CH:7]=[CH:6][N:5]=[C:4]5[N:8]([S:11]([C:14]6[CH:19]=[CH:18][CH:17]=[CH:16][CH:15]=6)(=[O:13])=[O:12])[CH:9]=[CH:10][C:3]=45)[CH:34]=[C:33]([NH2:42])[C:32]=3[CH:31]=[N:30]2)(=[O:27])=[O:28])[CH:21]=[CH:22][CH:23]=[CH:24][CH:25]=1. The catalyst class is: 455. (4) Product: [Si:32]([O:33][CH2:34][C:35]([C:2]1[N:19]([CH2:20][C@H:21]2[CH2:26][CH2:25][C@H:24]([CH3:27])[CH2:23][CH2:22]2)[C:5]2[C:6]([C:12]3[CH:13]=[N:14][CH:15]=[C:16]([Cl:18])[CH:17]=3)=[N:7][C:8]([C:10]#[N:11])=[CH:9][C:4]=2[N:3]=1)=[CH2:36])([C:28]([CH3:29])([CH3:30])[CH3:31])([CH3:46])[CH3:47]. Reactant: Br[C:2]1[N:19]([CH2:20][C@H:21]2[CH2:26][CH2:25][C@H:24]([CH3:27])[CH2:23][CH2:22]2)[C:5]2[C:6]([C:12]3[CH:13]=[N:14][CH:15]=[C:16]([Cl:18])[CH:17]=3)=[N:7][C:8]([C:10]#[N:11])=[CH:9][C:4]=2[N:3]=1.[C:28]([Si:32]([CH3:47])([CH3:46])[O:33][CH2:34][C:35](B1OC(C)(C)C(C)(C)O1)=[CH2:36])([CH3:31])([CH3:30])[CH3:29].P([O-])([O-])([O-])=O.[K+].[K+].[K+].O. The catalyst class is: 75. (5) Reactant: [N+:1]([CH:3](S(C1C=CC(C)=CC=1)(=O)=O)[CH3:4])#[C-:2].[F:15][C:16]1[C:23]([F:24])=[C:22]([C:25]([F:28])([F:27])[F:26])[CH:21]=[CH:20][C:17]=1[CH:18]=[O:19].C([O-])([O-])=O.[K+].[K+].O. Product: [F:15][C:16]1[C:23]([F:24])=[C:22]([C:25]([F:28])([F:26])[F:27])[CH:21]=[CH:20][C:17]=1[C:18]1[O:19][CH:2]=[N:1][C:3]=1[CH3:4]. The catalyst class is: 5. (6) Reactant: [Br:1][CH2:2][C:3]1[CH:11]=[CH:10][C:6]([C:7](Br)=[O:8])=[CH:5][CH:4]=1.[C:12]([O:16][C:17](=[O:31])[NH:18][C:19]1[CH:24]=[CH:23][C:22]([C:25]2[S:26][CH:27]=[CH:28][CH:29]=2)=[CH:21][C:20]=1[NH2:30])([CH3:15])([CH3:14])[CH3:13].CCN(C(C)C)C(C)C. Product: [C:12]([O:16][C:17](=[O:31])[NH:18][C:19]1[CH:24]=[CH:23][C:22]([C:25]2[S:26][CH:27]=[CH:28][CH:29]=2)=[CH:21][C:20]=1[NH:30][C:7](=[O:8])[C:6]1[CH:10]=[CH:11][C:3]([CH2:2][Br:1])=[CH:4][CH:5]=1)([CH3:15])([CH3:13])[CH3:14]. The catalyst class is: 473. (7) Reactant: [C:1]([C:4]1[N:9]=[C:8]([C:10]([O:12][CH3:13])=[O:11])[C:7]([Cl:14])=[C:6]([NH2:15])[C:5]=1[F:16])(=[O:3])[CH3:2].[BH4-].[Na+]. Product: [NH2:15][C:6]1[C:5]([F:16])=[C:4]([CH:1]([OH:3])[CH3:2])[N:9]=[C:8]([C:10]([O:12][CH3:13])=[O:11])[C:7]=1[Cl:14]. The catalyst class is: 5. (8) Reactant: [F:1][C:2]1[CH:3]=[C:4]([CH:9]2[C:14]([C:15]([OH:17])=O)=[C:13]([CH3:18])[NH:12][C:11](=[O:19])[NH:10]2)[CH:5]=[CH:6][C:7]=1[F:8].[F:20][C:21]1[CH:26]=[CH:25][C:24]([NH:27][C:28]2[C:36]3[C:31](=[CH:32][CH:33]=[C:34]([NH2:37])[CH:35]=3)[NH:30][N:29]=2)=[CH:23][CH:22]=1.C1CN([P+](Br)(N2CCCC2)N2CCCC2)CC1.F[P-](F)(F)(F)(F)F.C(N(C(C)C)CC)(C)C. Product: [F:20][C:21]1[CH:22]=[CH:23][C:24]([NH:27][C:28]2[C:36]3[C:31](=[CH:32][CH:33]=[C:34]([NH:37][C:15]([C:14]4[CH:9]([C:4]5[CH:5]=[CH:6][C:7]([F:8])=[C:2]([F:1])[CH:3]=5)[NH:10][C:11](=[O:19])[NH:12][C:13]=4[CH3:18])=[O:17])[CH:35]=3)[NH:30][N:29]=2)=[CH:25][CH:26]=1. The catalyst class is: 2. (9) Reactant: C([O:3][CH:4](OCC)[C:5]1[O:9][CH:8]=[C:7](Br)[CH:6]=1)C.[B:14](OC(C)C)([O:19]C(C)C)[O:15]C(C)C.[Mg].CC(CC(C)=O)C. Product: [CH:4]([C:5]1[O:9][CH:8]=[C:7]([B:14]([OH:19])[OH:15])[CH:6]=1)=[O:3]. The catalyst class is: 1.